From a dataset of Catalyst prediction with 721,799 reactions and 888 catalyst types from USPTO. Predict which catalyst facilitates the given reaction. (1) Reactant: [CH3:1][O:2][C:3](=[O:27])[C@@H:4]([NH2:26])[CH2:5][S:6][C:7]([C:20]1[CH:25]=[CH:24][CH:23]=[CH:22][CH:21]=1)([C:14]1[CH:19]=[CH:18][CH:17]=[CH:16][CH:15]=1)[C:8]1[CH:13]=[CH:12][CH:11]=[CH:10][CH:9]=1.[CH:28](=O)[C:29]1[CH:34]=[CH:33][CH:32]=[CH:31][CH:30]=1.[BH4-].[Na+]. Product: [CH3:1][O:2][C:3](=[O:27])[C@@H:4]([NH:26][CH2:28][C:29]1[CH:34]=[CH:33][CH:32]=[CH:31][CH:30]=1)[CH2:5][S:6][C:7]([C:8]1[CH:13]=[CH:12][CH:11]=[CH:10][CH:9]=1)([C:20]1[CH:25]=[CH:24][CH:23]=[CH:22][CH:21]=1)[C:14]1[CH:15]=[CH:16][CH:17]=[CH:18][CH:19]=1. The catalyst class is: 5. (2) Reactant: [CH3:1][C@@H:2]([NH2:9])[C:3]1[CH:8]=[CH:7][CH:6]=[CH:5][CH:4]=1.Cl.CC(N)C1C=CC=CC=1. Product: [CH3:1][C@H:2]([NH2:9])[C:3]1[CH:8]=[CH:7][CH:6]=[CH:5][CH:4]=1. The catalyst class is: 21.